The task is: Predict the product of the given reaction.. This data is from Forward reaction prediction with 1.9M reactions from USPTO patents (1976-2016). (1) Given the reactants [Br:1][C:2]1[CH:3]=[C:4]2[C:8](=[CH:9][CH:10]=1)[NH:7][C:6](=[O:11])[C:5]2=[CH:12][C:13]1[NH:17][C:16]([CH:18]([CH3:20])[CH3:19])=[C:15]([C:21](O)=[O:22])[C:14]=1[C:24]1[CH:29]=[CH:28][CH:27]=[CH:26][CH:25]=1.[N:30]1([CH2:35][CH2:36][CH2:37][NH2:38])[CH2:34][CH2:33][CH2:32][CH2:31]1, predict the reaction product. The product is: [N:30]1([CH2:35][CH2:36][CH2:37][NH:38][C:21]([C:15]2[C:14]([C:24]3[CH:29]=[CH:28][CH:27]=[CH:26][CH:25]=3)=[C:13]([CH:12]=[C:5]3[C:4]4[C:8](=[CH:9][CH:10]=[C:2]([Br:1])[CH:3]=4)[NH:7][C:6]3=[O:11])[NH:17][C:16]=2[CH:18]([CH3:20])[CH3:19])=[O:22])[CH2:34][CH2:33][CH2:32][CH2:31]1. (2) Given the reactants C(OC(=O)[NH:7][C@H:8]([C:33]1[CH:38]=[CH:37][CH:36]=[CH:35][CH:34]=1)[CH2:9][CH2:10][N:11]1[CH2:16][CH2:15][CH:14]([N:17]([CH2:31][CH3:32])[C:18](=[O:30])[CH2:19][C:20]2[CH:25]=[CH:24][C:23]([S:26]([CH3:29])(=[O:28])=[O:27])=[CH:22][CH:21]=2)[CH2:13][CH2:12]1)(C)(C)C.[ClH:40], predict the reaction product. The product is: [ClH:40].[ClH:40].[NH2:7][C@H:8]([C:33]1[CH:34]=[CH:35][CH:36]=[CH:37][CH:38]=1)[CH2:9][CH2:10][N:11]1[CH2:12][CH2:13][CH:14]([N:17]([CH2:31][CH3:32])[C:18](=[O:30])[CH2:19][C:20]2[CH:25]=[CH:24][C:23]([S:26]([CH3:29])(=[O:28])=[O:27])=[CH:22][CH:21]=2)[CH2:15][CH2:16]1. (3) Given the reactants Cl.[CH2:2]([O:4][C:5]([C:7]1[N:8]([CH2:24][C:25]2[C:34]3[C:29](=[CH:30][CH:31]=[C:32]([F:35])[CH:33]=3)[CH:28]=[CH:27][CH:26]=2)[C:9]2[C:14]([C:15]=1[CH2:16][N:17](C(OC)=O)C)=[CH:13][C:12]([F:23])=[CH:11][CH:10]=2)=[O:6])[CH3:3], predict the reaction product. The product is: [CH2:2]([O:4][C:5]([C:7]1[N:8]([CH2:24][C:25]2[C:34]3[C:29](=[CH:30][CH:31]=[C:32]([F:35])[CH:33]=3)[CH:28]=[CH:27][CH:26]=2)[C:9]2[C:14]([C:15]=1[CH2:16][NH2:17])=[CH:13][C:12]([F:23])=[CH:11][CH:10]=2)=[O:6])[CH3:3]. (4) Given the reactants [NH2:1][CH:2]1[CH2:7][CH2:6][CH:5]([C:8]([OH:10])=[O:9])[CH2:4][CH2:3]1.N1C2C(=NC=CC=2)N([N:20]2[C:24](/[CH:25]=[C:26]3\[C:27](=[O:36])[NH:28][C:29]4[C:34]\3=[CH:33][C:32]([F:35])=[CH:31][CH:30]=4)=[C:23]([CH3:37])[C:22]([C:38]([O-])=[O:39])=[C:21]2[CH3:41])N=1.CCN(C(C)C)C(C)C, predict the reaction product. The product is: [F:35][C:32]1[CH:33]=[C:34]2[C:29](=[CH:30][CH:31]=1)[NH:28][C:27](=[O:36])/[C:26]/2=[CH:25]\[C:24]1[NH:20][C:21]([CH3:41])=[C:22]([C:38]([NH:1][CH:2]2[CH2:7][CH2:6][CH:5]([C:8]([OH:10])=[O:9])[CH2:4][CH2:3]2)=[O:39])[C:23]=1[CH3:37]. (5) Given the reactants [CH:1]1([C:4]2[CH:38]=[CH:37][C:7]([O:8][CH:9]3[CH2:13][CH2:12][N:11]([C:14]4[CH:19]=[CH:18][C:17]([O:20][CH2:21][C:22]([CH3:33])([O:24]COCC[Si](C)(C)C)[CH3:23])=[C:16]([O:34][CH3:35])[CH:15]=4)[C:10]3=[O:36])=[CH:6][CH:5]=2)[CH2:3][CH2:2]1.C(O)(C(F)(F)F)=O, predict the reaction product. The product is: [CH:1]1([C:4]2[CH:38]=[CH:37][C:7]([O:8][CH:9]3[CH2:13][CH2:12][N:11]([C:14]4[CH:19]=[CH:18][C:17]([O:20][CH2:21][C:22]([OH:24])([CH3:33])[CH3:23])=[C:16]([O:34][CH3:35])[CH:15]=4)[C:10]3=[O:36])=[CH:6][CH:5]=2)[CH2:3][CH2:2]1. (6) Given the reactants Cl.[F:2][C:3]1[CH:8]=[CH:7][C:6]([NH:9][C:10]2[CH:15]=[CH:14][N:13]=[C:12]([NH:16][C:17]3[CH:22]=[CH:21][C:20]([S:23](Cl)(=[O:25])=[O:24])=[CH:19][CH:18]=3)[N:11]=2)=[CH:5][CH:4]=1.[C:27]([O:31][C:32](=[O:50])[NH:33][CH2:34][CH2:35][NH:36][CH:37]1[CH2:42][CH2:41][N:40]([CH2:43][C:44]2[CH:49]=[CH:48][CH:47]=[CH:46][CH:45]=2)[CH2:39][CH2:38]1)([CH3:30])([CH3:29])[CH3:28], predict the reaction product. The product is: [C:27]([O:31][C:32](=[O:50])[NH:33][CH2:34][CH2:35][N:36]([CH:37]1[CH2:38][CH2:39][N:40]([CH2:43][C:44]2[CH:45]=[CH:46][CH:47]=[CH:48][CH:49]=2)[CH2:41][CH2:42]1)[S:23]([C:20]1[CH:21]=[CH:22][C:17]([NH:16][C:12]2[N:11]=[C:10]([NH:9][C:6]3[CH:7]=[CH:8][C:3]([F:2])=[CH:4][CH:5]=3)[CH:15]=[CH:14][N:13]=2)=[CH:18][CH:19]=1)(=[O:25])=[O:24])([CH3:30])([CH3:28])[CH3:29]. (7) The product is: [C:16]([C:18]1[CH:25]=[CH:24][C:21]([CH2:22][N:5]2[CH2:6][CH:7]([C:9]([O:11][C:12]([CH3:15])([CH3:14])[CH3:13])=[O:10])[CH2:8]2)=[CH:20][CH:19]=1)#[N:17]. Given the reactants C(O)(=O)C.[NH:5]1[CH2:8][CH:7]([C:9]([O:11][C:12]([CH3:15])([CH3:14])[CH3:13])=[O:10])[CH2:6]1.[C:16]([C:18]1[CH:25]=[CH:24][C:21]([CH:22]=O)=[CH:20][CH:19]=1)#[N:17].C([BH3-])#N.[Na+], predict the reaction product.